From a dataset of Reaction yield outcomes from USPTO patents with 853,638 reactions. Predict the reaction yield, written as a fraction of the theoretical maximum amount of product (1.0 means a 100% yield; for example, 0.34 means a 34% yield). (1) The catalyst is FC(F)(F)C(O)=O. The product is [CH3:1][N:2]([CH3:37])[CH2:3][CH2:4][O:5][C:6]1[CH:11]=[CH:10][C:9]2[C:12]3([CH2:35][O:36][C:8]=2[CH:7]=1)[C:20]1[C:15](=[CH:16][CH:17]=[CH:18][CH:19]=1)[NH:14][C:13]3=[O:34]. The reactants are [CH3:1][N:2]([CH3:37])[CH2:3][CH2:4][O:5][C:6]1[CH:11]=[CH:10][C:9]2[C:12]3([CH2:35][O:36][C:8]=2[CH:7]=1)[C:20]1[C:15](=[CH:16][CH:17]=[CH:18][CH:19]=1)[N:14](C(C1C=CC=CC=1)C1C=CC=CC=1)[C:13]3=[O:34].C([SiH](CC)CC)C. The yield is 0.990. (2) The product is [F:1][C:2]1[CH:7]=[C:6]([I:8])[CH:5]=[CH:4][C:3]=1[N:9]1[C:21]2[C:12](=[CH:13][C:14]3[C:15]([CH3:23])=[N:16][CH:17]=[N:18][C:19]=3[C:20]=2[F:22])[N:11]([S:38]([CH:35]2[CH2:37][CH2:36]2)(=[O:40])=[O:39])[C:10]1=[O:24]. The reactants are [F:1][C:2]1[CH:7]=[C:6]([I:8])[CH:5]=[CH:4][C:3]=1[N:9]1[C:21]2[C:12](=[CH:13][C:14]3[C:15]([CH3:23])=[N:16][CH:17]=[N:18][C:19]=3[C:20]=2[F:22])[NH:11][C:10]1=[O:24].[Li+].C[Si]([N-][Si](C)(C)C)(C)C.[CH:35]1([S:38](Cl)(=[O:40])=[O:39])[CH2:37][CH2:36]1. The catalyst is C1COCC1. The yield is 0.750. (3) The reactants are [CH2:1]([N:8]1[C:17]2[C:12](=[CH:13][C:14]([C:18]([F:21])([F:20])[F:19])=[CH:15][CH:16]=2)[CH2:11][CH:10]([NH:22]C(=O)OCC2C=CC=CC=2)[CH2:9]1)[C:2]1[CH:7]=[CH:6][CH:5]=[CH:4][CH:3]=1. The catalyst is [Pd].CO.C1COCC1. The product is [CH2:1]([N:8]1[C:17]2[C:12](=[CH:13][C:14]([C:18]([F:21])([F:19])[F:20])=[CH:15][CH:16]=2)[CH2:11][CH:10]([NH2:22])[CH2:9]1)[C:2]1[CH:3]=[CH:4][CH:5]=[CH:6][CH:7]=1. The yield is 0.900. (4) The catalyst is CN(C=O)C. The product is [C:4]([O:8][C@@H:9]([C:13]1[C:22]([CH3:23])=[CH:21][C:20]2[C:15](=[CH:16][CH:17]=[CH:18][CH:19]=2)[C:14]=1[Cl:24])[C:10]([O:12][CH2:1][CH3:2])=[O:11])([CH3:7])([CH3:6])[CH3:5]. The reactants are [CH2:1](I)[CH3:2].[C:4]([O:8][C@@H:9]([C:13]1[C:22]([CH3:23])=[CH:21][C:20]2[C:15](=[CH:16][CH:17]=[CH:18][CH:19]=2)[C:14]=1[Cl:24])[C:10]([OH:12])=[O:11])([CH3:7])([CH3:6])[CH3:5].C([O-])([O-])=O.[Cs+].[Cs+].C(OCC)(=O)C. The yield is 0.930. (5) The reactants are F[P-](F)(F)(F)(F)F.N1(O[P+](N(C)C)(N(C)C)N(C)C)C2C=CC=CC=2N=N1.[C:28]([C:30]1[C:38]2[C:33](=[CH:34][CH:35]=[C:36]([C:39](O)=[O:40])[CH:37]=2)[N:32]([CH:42]2[CH2:47][CH2:46][CH2:45][CH2:44][O:43]2)[N:31]=1)#[CH:29].CCN(C(C)C)C(C)C.[BH4-].[Na+]. The catalyst is C1COCC1.CCOC(C)=O.CC(N(C)C)=O. The product is [C:28]([C:30]1[C:38]2[C:33](=[CH:34][CH:35]=[C:36]([CH2:39][OH:40])[CH:37]=2)[N:32]([CH:42]2[CH2:47][CH2:46][CH2:45][CH2:44][O:43]2)[N:31]=1)#[CH:29]. The yield is 0.782.